From a dataset of Catalyst prediction with 721,799 reactions and 888 catalyst types from USPTO. Predict which catalyst facilitates the given reaction. Reactant: [Mg].II.Br[C:5]1[CH:6]=[C:7]([CH:16]=[CH:17][CH:18]=1)[O:8][Si:9]([C:12]([CH3:15])([CH3:14])[CH3:13])([CH3:11])[CH3:10].[O:19]=[C:20]([C:32]1[CH:37]=[CH:36][CH:35]=[CH:34][CH:33]=1)[C:21]([O:23][C@@H:24]1[CH:29]2[CH2:30][CH2:31][N:26]([CH2:27][CH2:28]2)[CH2:25]1)=[O:22]. Product: [Si:9]([O:8][C:7]1[CH:6]=[C:5]([C:20]([OH:19])([C:32]2[CH:37]=[CH:36][CH:35]=[CH:34][CH:33]=2)[C:21]([O:23][C@@H:24]2[CH:29]3[CH2:30][CH2:31][N:26]([CH2:27][CH2:28]3)[CH2:25]2)=[O:22])[CH:18]=[CH:17][CH:16]=1)([C:12]([CH3:15])([CH3:14])[CH3:13])([CH3:11])[CH3:10]. The catalyst class is: 1.